Dataset: Full USPTO retrosynthesis dataset with 1.9M reactions from patents (1976-2016). Task: Predict the reactants needed to synthesize the given product. (1) Given the product [Br:20][CH2:18][C:4]1[CH:5]=[C:6]([NH:8][CH2:9][C:10]2[CH:15]=[CH:14][C:13]([O:16][CH3:17])=[CH:12][CH:11]=2)[CH:7]=[C:2]([F:1])[CH:3]=1, predict the reactants needed to synthesize it. The reactants are: [F:1][C:2]1[CH:3]=[C:4]([CH2:18]O)[CH:5]=[C:6]([NH:8][CH2:9][C:10]2[CH:15]=[CH:14][C:13]([O:16][CH3:17])=[CH:12][CH:11]=2)[CH:7]=1.[Br-:20].[Br-].C1(P(C2C=CC=CC=2)C2C=CC=CC=2)C=CC=CC=1. (2) Given the product [CH3:28][C:29]([CH3:35])([CH3:34])[CH2:30][C:31]([NH:19][C:11]1[C:10]([C:7]2[CH:6]=[CH:5][C:4]([O:3][C:2]([F:1])([F:20])[F:21])=[CH:9][CH:8]=2)=[C:14]2[N:15]=[CH:16][CH:17]=[CH:18][N:13]2[N:12]=1)=[O:32], predict the reactants needed to synthesize it. The reactants are: [F:1][C:2]([F:21])([F:20])[O:3][C:4]1[CH:9]=[CH:8][C:7]([C:10]2[C:11]([NH2:19])=[N:12][N:13]3[CH:18]=[CH:17][CH:16]=[N:15][C:14]=23)=[CH:6][CH:5]=1.N1C=CC=CC=1.[CH3:28][C:29]([CH3:35])([CH3:34])[CH2:30][C:31](Cl)=[O:32]. (3) Given the product [Cl:35][C:11]1[C:10]([C:24]([F:27])([F:25])[F:26])=[N:9][N:8]([C:5]2[CH:6]=[CH:7][C:2]([F:1])=[CH:3][CH:4]=2)[C:12]=1[C:13]1[CH:23]=[CH:22][C:16]2[O:17][CH2:18][C:19](=[O:21])[NH:20][C:15]=2[CH:14]=1, predict the reactants needed to synthesize it. The reactants are: [F:1][C:2]1[CH:7]=[CH:6][C:5]([N:8]2[C:12]([C:13]3[CH:23]=[CH:22][C:16]4[O:17][CH2:18][C:19](=[O:21])[NH:20][C:15]=4[CH:14]=3)=[CH:11][C:10]([C:24]([F:27])([F:26])[F:25])=[N:9]2)=[CH:4][CH:3]=1.C1C(=O)N([Cl:35])C(=O)C1. (4) Given the product [Cl:1][C:2]1[CH:7]=[CH:6][C:5]([S:22]([CH3:11])(=[O:25])=[O:23])=[CH:4][CH:3]=1, predict the reactants needed to synthesize it. The reactants are: [Cl:1][C:2]1[CH:7]=[CH:6][C:5](SC)=[CH:4][CH:3]=1.N1C(=O)NC(=O)N[C:11]1=O.Cl[O-].[Na+].[S:22]([O-:25])([O-])=[O:23].[Na+].[Na+]. (5) Given the product [NH2:8][C:9]1[CH:10]=[C:11]([NH:29][C:30](=[O:39])[O:31][CH2:32][C:33]2[CH:34]=[CH:35][CH:36]=[CH:37][CH:38]=2)[CH:12]=[N:13][C:14]=1[S:15](=[O:28])(=[O:27])[NH:16][C:17]1[CH:26]=[CH:25][C:20]2[B:21]([OH:24])[O:22][CH2:23][C:19]=2[CH:18]=1, predict the reactants needed to synthesize it. The reactants are: C(NC([NH:8][C:9]1[CH:10]=[C:11]([NH:29][C:30](=[O:39])[O:31][CH2:32][C:33]2[CH:38]=[CH:37][CH:36]=[CH:35][CH:34]=2)[CH:12]=[N:13][C:14]=1[S:15](=[O:28])(=[O:27])[NH:16][C:17]1[CH:26]=[CH:25][C:20]2[B:21]([OH:24])[O:22][CH2:23][C:19]=2[CH:18]=1)=O)(C)(C)C. (6) Given the product [N:1]1[C:9]2[CH2:8][CH:7]([CH2:10][NH2:12])[CH2:6][C:5]=2[CH:4]=[CH:3][CH:2]=1, predict the reactants needed to synthesize it. The reactants are: [N:1]1[C:9]2[CH2:8][CH:7]([C:10]([NH2:12])=O)[CH2:6][C:5]=2[CH:4]=[CH:3][CH:2]=1.[H-].[H-].[H-].[H-].[Li+].[Al+3].O.[OH-].[Na+]. (7) Given the product [ClH:22].[CH:18]1([C:10]2[C:11]3[C:16](=[CH:15][C:14]([OH:17])=[CH:13][CH:12]=3)[NH:8][N:9]=2)[CH2:19][CH2:20][CH2:21]1, predict the reactants needed to synthesize it. The reactants are: C([N:8]1[C:16]2[C:11](=[CH:12][CH:13]=[C:14]([OH:17])[CH:15]=2)[C:10]([CH:18]2[CH2:21][CH2:20][CH2:19]2)=[N:9]1)C1C=CC=CC=1.[ClH:22]. (8) Given the product [C:35]([NH:1][CH2:2][CH2:3][NH:4][C:5](=[O:34])[CH:6]([OH:33])[C:7]1[CH:12]=[CH:11][C:10]([C:13]2[N:17]=[C:16]([C:18]3[O:22][N:21]=[C:20]([C:23]4[CH:28]=[CH:27][CH:26]=[CH:25][CH:24]=4)[C:19]=3[C:29]([F:32])([F:31])[F:30])[O:15][N:14]=2)=[CH:9][CH:8]=1)(=[O:37])[CH3:36], predict the reactants needed to synthesize it. The reactants are: [NH2:1][CH2:2][CH2:3][NH:4][C:5](=[O:34])[CH:6]([OH:33])[C:7]1[CH:12]=[CH:11][C:10]([C:13]2[N:17]=[C:16]([C:18]3[O:22][N:21]=[C:20]([C:23]4[CH:28]=[CH:27][CH:26]=[CH:25][CH:24]=4)[C:19]=3[C:29]([F:32])([F:31])[F:30])[O:15][N:14]=2)=[CH:9][CH:8]=1.[C:35](O)(=[O:37])[CH3:36].CN(C(ON1N=NC2C=CC=NC1=2)=[N+](C)C)C.F[P-](F)(F)(F)(F)F.CN1CCOCC1. (9) Given the product [CH3:7][C:4]1[N:3]([C:8]2[CH:12]=[C:11]([I:25])[N:10]([C:13]3[CH:18]=[CH:17][CH:16]=[CH:15][C:14]=3[F:19])[N:9]=2)[C:2]([CH3:1])=[CH:6][CH:5]=1, predict the reactants needed to synthesize it. The reactants are: [CH3:1][C:2]1[N:3]([C:8]2[CH:12]=[CH:11][N:10]([C:13]3[CH:18]=[CH:17][CH:16]=[CH:15][C:14]=3[F:19])[N:9]=2)[C:4]([CH3:7])=[CH:5][CH:6]=1.C([Li])CCC.[I:25]I.S([O-])([O-])=O.[Na+].[Na+].